The task is: Regression. Given a peptide amino acid sequence and an MHC pseudo amino acid sequence, predict their binding affinity value. This is MHC class II binding data.. This data is from Peptide-MHC class II binding affinity with 134,281 pairs from IEDB. (1) The peptide sequence is GIRHLFGNYITNDSY. The MHC is DRB1_0404 with pseudo-sequence DRB1_0404. The binding affinity (normalized) is 0.873. (2) The peptide sequence is KFDSRLAFHHMAREKH. The MHC is HLA-DQA10501-DQB10301 with pseudo-sequence HLA-DQA10501-DQB10301. The binding affinity (normalized) is 0.0350. (3) The binding affinity (normalized) is 0. The peptide sequence is DKCPSTGEAHLAEEN. The MHC is DRB3_0101 with pseudo-sequence DRB3_0101. (4) The peptide sequence is NSLLTSPLSINTRMT. The MHC is DRB1_0901 with pseudo-sequence DRB1_0901. The binding affinity (normalized) is 0.485.